Dataset: Catalyst prediction with 721,799 reactions and 888 catalyst types from USPTO. Task: Predict which catalyst facilitates the given reaction. (1) Reactant: [F:1][C:2]1[CH:7]=[C:6]([F:8])[CH:5]=[CH:4][C:3]=1[N:9]1[C:13]([C:14]2[N:15]=[C:16]3[C:22]4[CH:23]=[CH:24][C:25]([C:27](O)=[O:28])=[CH:26][C:21]=4[O:20][CH2:19][CH2:18][N:17]3[CH:30]=2)=[N:12][CH:11]=[N:10]1.[CH3:31][NH2:32]. Product: [F:1][C:2]1[CH:7]=[C:6]([F:8])[CH:5]=[CH:4][C:3]=1[N:9]1[C:13]([C:14]2[N:15]=[C:16]3[C:22]4[CH:23]=[CH:24][C:25]([C:27]([NH:32][CH3:31])=[O:28])=[CH:26][C:21]=4[O:20][CH2:19][CH2:18][N:17]3[CH:30]=2)=[N:12][CH:11]=[N:10]1. The catalyst class is: 1. (2) Reactant: [CH3:1][C:2]1[C:23]([N:24]2[C:28]3[CH:29]=[CH:30][C:31]([O:33][C:34]([F:37])([F:36])[F:35])=[CH:32][C:27]=3[N:26]=[C:25]2[C@H:38]2[CH2:42][CH2:41][CH2:40][O:39]2)=[CH:22][CH:21]=[CH:20][C:3]=1[CH2:4][NH:5][C:6]1[CH:19]=[CH:18][C:9]2[C@H:10]([CH2:13][C:14]([O:16]C)=[O:15])[CH2:11][O:12][C:8]=2[CH:7]=1.O.[OH-].[Li+].Cl.C[O-].[Na+:49]. Product: [CH3:1][C:2]1[C:23]([N:24]2[C:28]3[CH:29]=[CH:30][C:31]([O:33][C:34]([F:37])([F:36])[F:35])=[CH:32][C:27]=3[N:26]=[C:25]2[C@H:38]2[CH2:42][CH2:41][CH2:40][O:39]2)=[CH:22][CH:21]=[CH:20][C:3]=1[CH2:4][NH:5][C:6]1[CH:19]=[CH:18][C:9]2[C@H:10]([CH2:13][C:14]([O-:16])=[O:15])[CH2:11][O:12][C:8]=2[CH:7]=1.[Na+:49]. The catalyst class is: 670.